This data is from Experimentally validated miRNA-target interactions with 360,000+ pairs, plus equal number of negative samples. The task is: Binary Classification. Given a miRNA mature sequence and a target amino acid sequence, predict their likelihood of interaction. (1) The miRNA is mmu-miR-23b-3p with sequence AUCACAUUGCCAGGGAUUACC. The protein sequence of the target gene is MAVSWRSWLANEGVKHLCLLIWLSLNVLLFWKTFLLYNQGPEYYYIHQMLGLGLCLSRASASVLNLNCSLILLPMCRTVLAYLRGSQKVPSRRTRRLLDKSKTLHITCGVTICIFSGVHVAAHLVNALNFSVNYSEDFLELNAARYQNEDPRKLLFTTIPGLTGVCMVVVLFLMVTASTYAIRVSNYDIFWYTHNLFFVFYMLLLLHVSGGLLKYQTNVDTHPPGCISLNQTSSQNMSIPDYVSEHFHGSLPRGFSKLEDRYQKTLVKICLEEPKFQAHFPQTWIWISGPLCLYCAERLY.... Result: 1 (interaction). (2) The miRNA is mmu-miR-5135 with sequence AGGUCUAGGUGGCAAGGGCGUCCU. The protein sequence of the target gene is MLAVVGAAALVLVAGAPWVLPSAAGGENLKPPENIDVYIIDDNYTLKWSSHGESMGSVTFSAEYRTKDEAKWLKVPECQHTTTTKCEFSLLDTNVYIKTQFRVRAEEGNSTSSWNEVDPFIPFYTAHMSPPEVRLEAEDKAILVHISPPGQDGNMWALEKPSFSYTIRIWQKSSSDKKTINSTYYVEKIPELLPETTYCLEVKAIHPSLKKHSNYSTVQCISTTVANKMPVPGNLQVDAQGKSYVLKWDYIASADVLFRAQWLPGYSKSSSGSRSDKWKPIPTCANVQTTHCVFSQDTVY.... Result: 1 (interaction). (3) The miRNA is mmu-miR-1971 with sequence GUAAAGGCUGGGCUGAGA. The protein sequence of the target gene is MDFTEAYSDTCSTVGLAAREGNVKILRKLLKKGRSVDVADNRGWMPIHEAAYHNAVECLQMLIHTDSSENYIKAKTFEGFCALHLAVSQGHWKITQILLEAGADPNETTLEETTPLFLAVESGRIDVLKLLLQHGANVNGSHSMSGWNSLHQASFQGNAETIRLLLKQGADRECQDDFGITPLFVAAQYGKLESMSILISSGANVNCQALDKATPLFIAAQEGHTKCVELLLSSGADPDLYCNEDNWQLPIHAAAQMGHTETLDLLIPRTNRACDTGPDKVSPVYSAVFGGREECLEMLL.... Result: 1 (interaction). (4) The miRNA is hsa-miR-6515-5p with sequence UUGGAGGGUGUGGAAGACAUC. The protein sequence of the target gene is MNGYVDFSPSPTSPTKEPGAPQPTQAVLQEDVDMSSGSSGNENCSTGRDSQGSDCDDNGKELRMLVESSNTHPSPDDAFRLMMTEAEHNPSTSGCSSEQSAKADAHKELIRTLKELKVHLPADKKAKGKASTLATLKYALRSVKQVKANEEYYQLLMSSESQPCSVDVPSYSMEQVEGITSEYIVKNADMFAVAVSLVSGKILYISNQVASIFHCKKDAFSDAKFVEFLAPHDVSVFHSYTTPYKLPPWSVCSGLDSFTQECMEEKSFFCRVSVGKHHENEIRYQPFRMTPYLVKVQEQQ.... Result: 0 (no interaction).